This data is from Forward reaction prediction with 1.9M reactions from USPTO patents (1976-2016). The task is: Predict the product of the given reaction. (1) Given the reactants [NH:1]1[CH2:5][CH2:4][CH2:3][C:2]1=[O:6].C(N(CC)CC)C.CN(C1C=CC=CN=1)C.[C:23](O[C:23]([O:25][C:26]([CH3:29])([CH3:28])[CH3:27])=[O:24])([O:25][C:26]([CH3:29])([CH3:28])[CH3:27])=[O:24], predict the reaction product. The product is: [C:26]([O:25][C:23]([N:1]1[CH2:5][CH2:4][CH2:3][C:2]1=[O:6])=[O:24])([CH3:29])([CH3:28])[CH3:27]. (2) The product is: [C:10]([N:6]1[CH2:7][CH2:8][CH2:9][C@H:5]1[C:3]([OH:4])=[O:2])(=[O:20])/[CH:11]=[CH:12]/[CH2:13][CH2:14][CH2:15][CH2:16][CH2:17][CH2:18][CH3:19]. Given the reactants C[O:2][C:3]([C@@H:5]1[CH2:9][CH2:8][CH2:7][N:6]1[C:10](=[O:20])/[CH:11]=[CH:12]/[CH2:13][CH2:14][CH2:15][CH2:16][CH2:17][CH2:18][CH3:19])=[O:4].[OH-].[Na+], predict the reaction product. (3) Given the reactants [NH:1]1[CH:5]=[CH:4][C:3]([C:6]2[CH:11]=[CH:10][N:9]=[CH:8][CH:7]=2)=[N:2]1.[CH2:12](Br)[C:13]1[CH:18]=[CH:17][CH:16]=[CH:15][CH:14]=1, predict the reaction product. The product is: [CH2:12]([N:9]1[CH2:10][CH:11]=[C:6]([C:3]2[CH:4]=[CH:5][NH:1][N:2]=2)[CH2:7][CH2:8]1)[C:13]1[CH:18]=[CH:17][CH:16]=[CH:15][CH:14]=1. (4) Given the reactants C(O[C:4]([C:6]1[C:11]([NH:12][C:13](=[O:24])[CH2:14][C:15]2[C:20]([F:21])=[CH:19][C:18]([F:22])=[CH:17][C:16]=2[F:23])=[C:10](CC)[CH:9]=[CH:8][N:7]=1)=[O:5])C.C(=O)([O-])[O-].[K+].[K+], predict the reaction product. The product is: [F:21][C:20]1[CH:19]=[C:18]([F:22])[CH:17]=[C:16]([F:23])[C:15]=1[CH:14]1[C:4](=[O:5])[C:6]2[C:11](=[CH:10][CH:9]=[CH:8][N:7]=2)[NH:12][C:13]1=[O:24].